From a dataset of Full USPTO retrosynthesis dataset with 1.9M reactions from patents (1976-2016). Predict the reactants needed to synthesize the given product. Given the product [C:11]([C:2]1[CH:3]=[CH:4][C:5]([O:8][CH3:9])=[N:6][CH:7]=1)#[CH:16], predict the reactants needed to synthesize it. The reactants are: Br[C:2]1[CH:3]=[CH:4][C:5]([O:8][CH3:9])=[N:6][CH:7]=1.Cl[C:11]1[CH:16]=CC(C#C)=CN=1.